From a dataset of Catalyst prediction with 721,799 reactions and 888 catalyst types from USPTO. Predict which catalyst facilitates the given reaction. (1) Reactant: C(N(CC)CC)C.[CH2:8]([C:10]1[CH:11]=[CH:12][C:13]([CH:16](O)[CH2:17][O:18][C:19]2[CH:26]=[CH:25][C:22]([CH:23]=[O:24])=[CH:21][CH:20]=2)=[N:14][CH:15]=1)[CH3:9].[S:28](Cl)([C:31]1[CH:37]=[CH:36][C:34]([CH3:35])=[CH:33][CH:32]=1)(=[O:30])=[O:29]. Product: [CH2:8]([C:10]1[CH:11]=[CH:12][C:13]([CH:16]([S:28]([C:31]2[CH:37]=[CH:36][C:34]([CH3:35])=[CH:33][CH:32]=2)(=[O:30])=[O:29])[CH2:17][O:18][C:19]2[CH:26]=[CH:25][C:22]([CH:23]=[O:24])=[CH:21][CH:20]=2)=[N:14][CH:15]=1)[CH3:9]. The catalyst class is: 46. (2) Reactant: [CH2:1]([O:5][C:6]1[C:15]2[C:10](=[CH:11][CH:12]=[C:13]([N:16]3[CH:20]=[CH:19][CH:18]=[CH:17]3)[CH:14]=2)[C:9](=[O:21])[N:8]([CH2:22][CH:23]([CH3:25])[CH3:24])[C:7]=1[CH2:26][NH:27]C(=O)OC(C)(C)C)[CH2:2][CH2:3][CH3:4].[ClH:35]. Product: [ClH:35].[ClH:35].[NH2:27][CH2:26][C:7]1[N:8]([CH2:22][CH:23]([CH3:24])[CH3:25])[C:9](=[O:21])[C:10]2[C:15]([C:6]=1[O:5][CH2:1][CH2:2][CH2:3][CH3:4])=[CH:14][C:13]([N:16]1[CH:20]=[CH:19][CH:18]=[CH:17]1)=[CH:12][CH:11]=2. The catalyst class is: 13. (3) Reactant: [NH2:1][C:2]1[CH:3]=[C:4]2[C:9](=[CH:10][CH:11]=1)[N:8]([CH3:12])[C:7](=[O:13])[CH:6]=[C:5]2[C:14]([F:17])([F:16])[F:15].[C:18]1([N:24]=[C:25]=[O:26])[CH:23]=[CH:22][CH:21]=[CH:20][CH:19]=1.N1C=CC=CC=1. Product: [CH3:12][N:8]1[C:9]2[C:4](=[CH:3][C:2]([NH:1][C:25]([NH:24][C:18]3[CH:23]=[CH:22][CH:21]=[CH:20][CH:19]=3)=[O:26])=[CH:11][CH:10]=2)[C:5]([C:14]([F:17])([F:15])[F:16])=[CH:6][C:7]1=[O:13]. The catalyst class is: 3. (4) Reactant: [Cl:1][C:2]1[CH:7]=[C:6]([NH:8][CH:9]2[CH2:14][CH2:13][N:12]([CH:15]3[CH2:20][CH2:19][O:18][CH2:17][CH2:16]3)[CH2:11][CH2:10]2)[C:5]([NH2:21])=[CH:4][C:3]=1[C:22]([F:25])([F:24])[F:23].[C:26](C1NC=CN=1)(C1NC=CN=1)=[O:27].C(OCC)(=O)C. Product: [Cl:1][C:2]1[C:3]([C:22]([F:23])([F:25])[F:24])=[CH:4][C:5]2[NH:21][C:26](=[O:27])[N:8]([CH:9]3[CH2:10][CH2:11][N:12]([CH:15]4[CH2:20][CH2:19][O:18][CH2:17][CH2:16]4)[CH2:13][CH2:14]3)[C:6]=2[CH:7]=1. The catalyst class is: 7. (5) Reactant: [Cl:1][C:2]1[N:10]=[C:9]2[C:5]([N:6]=[CH:7][N:8]2[CH:11]2[CH2:15][CH2:14][S:13][CH2:12]2)=[C:4](Cl)[N:3]=1.C(O)CCC.[F:22][C:23]([F:33])([F:32])[O:24][C:25]1[CH:30]=[CH:29][C:28]([NH2:31])=[CH:27][CH:26]=1. Product: [Cl:1][C:2]1[N:10]=[C:9]2[C:5]([N:6]=[CH:7][N:8]2[CH:11]2[CH2:15][CH2:14][S:13][CH2:12]2)=[C:4]([NH:31][C:28]2[CH:29]=[CH:30][C:25]([O:24][C:23]([F:22])([F:32])[F:33])=[CH:26][CH:27]=2)[N:3]=1. The catalyst class is: 32.